This data is from Catalyst prediction with 721,799 reactions and 888 catalyst types from USPTO. The task is: Predict which catalyst facilitates the given reaction. Reactant: [CH2:1]([CH2:3][NH2:4])[OH:2].[Cl:5][C:6]1[CH:11]=[C:10]([S:12]([C:15]2[CH:20]=[CH:19][CH:18]=[CH:17][C:16]=2F)(=[O:14])=[O:13])[CH:9]=[CH:8][C:7]=1[NH:22][C:23](=[O:31])[C@:24]([OH:30])([CH3:29])[C:25]([F:28])([F:27])[F:26].[Cl-].[NH4+]. Product: [Cl:5][C:6]1[CH:11]=[C:10]([S:12]([C:15]2[CH:16]=[CH:17][CH:18]=[CH:19][C:20]=2[NH:4][CH2:3][CH2:1][OH:2])(=[O:14])=[O:13])[CH:9]=[CH:8][C:7]=1[NH:22][C:23](=[O:31])[C@:24]([OH:30])([CH3:29])[C:25]([F:28])([F:27])[F:26]. The catalyst class is: 37.